This data is from Clinical trial toxicity outcomes and FDA approval status for drugs. The task is: Regression/Classification. Given a drug SMILES string, predict its toxicity properties. Task type varies by dataset: regression for continuous values (e.g., LD50, hERG inhibition percentage) or binary classification for toxic/non-toxic outcomes (e.g., AMES mutagenicity, cardiotoxicity, hepatotoxicity). Dataset: clintox. (1) The drug is C[NH2+]C[C@H](O)c1cccc(O)c1. The result is 0 (passed clinical trial). (2) The molecule is CC(=O)Oc1ccc(C(c2ccc(OC(C)=O)cc2)c2ccccn2)cc1. The result is 0 (passed clinical trial).